From a dataset of Full USPTO retrosynthesis dataset with 1.9M reactions from patents (1976-2016). Predict the reactants needed to synthesize the given product. (1) Given the product [NH:1]1[C:5]2=[N:6][CH:7]=[CH:8][CH:9]=[C:4]2[CH:3]=[C:2]1[CH2:10][OH:11], predict the reactants needed to synthesize it. The reactants are: [NH:1]1[C:5]2=[N:6][CH:7]=[CH:8][CH:9]=[C:4]2[CH:3]=[C:2]1[C:10](OC)=[O:11].[H-].[H-].[H-].[H-].[Li+].[Al+3]. (2) Given the product [Cl:1][C:2]1[CH:3]=[CH:4][C:5]([O:15][CH2:16][C:17]2[CH:22]=[CH:21][CH:20]=[CH:19][CH:18]=2)=[C:6]([C:8]2[N:23]([C:24]3[CH:25]=[C:26]([S:30]([NH2:33])(=[O:31])=[O:32])[CH:27]=[CH:28][CH:29]=3)[C:11]([CH3:12])=[CH:10][CH:9]=2)[CH:7]=1, predict the reactants needed to synthesize it. The reactants are: [Cl:1][C:2]1[CH:3]=[CH:4][C:5]([O:15][CH2:16][C:17]2[CH:22]=[CH:21][CH:20]=[CH:19][CH:18]=2)=[C:6]([C:8](=O)[CH2:9][CH2:10][C:11](=O)[CH3:12])[CH:7]=1.[NH2:23][C:24]1[CH:25]=[C:26]([S:30]([NH2:33])(=[O:32])=[O:31])[CH:27]=[CH:28][CH:29]=1.C1(C)C=CC(S(O)(=O)=O)=CC=1. (3) Given the product [F:44][C:45]1[CH:53]=[C:21]([CH:25]=[CH:24][CH:23]=1)[C:19]([NH:18][CH:16]([C:13]1[N:12]=[N:11][C:10]([NH:9][C:6]2[CH:5]=[CH:4][C:3]([O:2][CH3:1])=[CH:8][CH:7]=2)=[N:15][CH:14]=1)[CH3:17])=[O:20], predict the reactants needed to synthesize it. The reactants are: [CH3:1][O:2][C:3]1[CH:8]=[CH:7][C:6]([NH:9][C:10]2[N:11]=[N:12][C:13]([CH:16]([NH:18][C:19]([C:21]3O[CH:23]=[CH:24][CH:25]=3)=[O:20])[CH3:17])=[CH:14][N:15]=2)=[CH:5][CH:4]=1.NC(C1N=NC(NC2C=CC(OC)=CC=2)=NC=1)C.[F:44][C:45]1C=C(C=C[CH:53]=1)C(Cl)=O. (4) Given the product [C:20]([O:19][C:17]([NH:16][CH2:15][C@H:10]([N:9]1[CH2:28][CH2:27][CH2:26][CH2:25]1)[C:11]([O:13][CH3:14])=[O:12])=[O:18])([CH3:23])([CH3:22])[CH3:21], predict the reactants needed to synthesize it. The reactants are: C(N(CC)CC)C.Cl.[NH2:9][C@@H:10]([CH2:15][NH:16][C:17]([O:19][C:20]([CH3:23])([CH3:22])[CH3:21])=[O:18])[C:11]([O:13][CH3:14])=[O:12].Br[CH2:25][CH2:26][CH2:27][CH2:28]Br. (5) The reactants are: [OH:1][C@H:2]1[CH2:19][CH2:18][C@@:17]2([CH3:20])[C@@H:4]([CH2:5][CH2:6][C@:7]3([CH3:31])[C@@H:16]2[CH2:15][CH2:14][C@H:13]2[C@@:8]3([CH3:30])[CH2:9][CH2:10][C@@:11]3([C:27]([OH:29])=[O:28])[CH2:23][CH2:22][C@@H:21]([C:24]([CH3:26])=[CH2:25])[C@@H:12]32)[C:3]1([CH3:33])[CH3:32]. Given the product [OH:1][C@H:2]1[CH2:19][CH2:18][C@@:17]2([CH3:20])[C@@H:4]([CH2:5][CH2:6][C@:7]3([CH3:31])[C@@H:16]2[CH2:15][CH2:14][C@H:13]2[C@@:8]3([CH3:30])[CH2:9][CH2:10][C@@:11]3([C:27]([OH:29])=[O:28])[CH2:23][CH2:22][C@@H:21]([CH:24]([CH3:26])[CH3:25])[C@@H:12]32)[C:3]1([CH3:32])[CH3:33], predict the reactants needed to synthesize it. (6) Given the product [F:17][C:18]1[CH:19]=[C:20]2[C:24](=[CH:25][CH:26]=1)[NH:23][C:22](=[O:27])[C:21]2=[CH:28][NH:16][C:13]1[CH:12]=[CH:11][C:10]([O:9][CH2:8][CH2:7][N:1]2[CH2:2][CH2:3][CH2:4][CH2:5][CH2:6]2)=[CH:15][CH:14]=1, predict the reactants needed to synthesize it. The reactants are: [N:1]1([CH2:7][CH2:8][O:9][C:10]2[CH:15]=[CH:14][C:13]([NH2:16])=[CH:12][CH:11]=2)[CH2:6][CH2:5][CH2:4][CH2:3][CH2:2]1.[F:17][C:18]1[CH:19]=[C:20]2[C:24](=[CH:25][CH:26]=1)[NH:23][C:22](=[O:27])[C:21]2=[CH:28]O. (7) The reactants are: [N+:1]([C:4]1[CH:5]=[N:6][CH:7]=[CH:8][C:9]=1[NH:10][CH2:11][C@@H:12]1[CH2:16][CH2:15][N:14](C(OC(C)(C)C)=O)[CH2:13]1)([O-:3])=[O:2].Cl. Given the product [N+:1]([C:4]1[CH:5]=[N:6][CH:7]=[CH:8][C:9]=1[NH:10][CH2:11][C@@H:12]1[CH2:16][CH2:15][NH:14][CH2:13]1)([O-:3])=[O:2], predict the reactants needed to synthesize it. (8) Given the product [F:12][C:9]1[N:10]=[CH:11][C:6]([NH:5][NH2:1])=[CH:7][CH:8]=1, predict the reactants needed to synthesize it. The reactants are: [N:1]([O-])=O.[Na+].[NH2:5][C:6]1[CH:7]=[CH:8][C:9]([F:12])=[N:10][CH:11]=1.[Sn](Cl)Cl.[OH-].[K+].